From a dataset of Reaction yield outcomes from USPTO patents with 853,638 reactions. Predict the reaction yield, written as a fraction of the theoretical maximum amount of product (1.0 means a 100% yield; for example, 0.34 means a 34% yield). (1) The reactants are [NH2:1][C:2]1[C:3]([Cl:9])=[N:4][CH:5]=[C:6]([Br:8])[CH:7]=1.N1C=CC=CC=1.[C:16]1([S:22](Cl)(=[O:24])=[O:23])[CH:21]=[CH:20][CH:19]=[CH:18][CH:17]=1. The catalyst is C(Cl)Cl. The product is [Br:8][C:6]1[CH:7]=[C:2]([NH:1][S:22]([C:16]2[CH:21]=[CH:20][CH:19]=[CH:18][CH:17]=2)(=[O:24])=[O:23])[C:3]([Cl:9])=[N:4][CH:5]=1. The yield is 0.340. (2) The reactants are [Br:1][C:2]1[CH:11]=[N:10][C:9]2[C:8](Cl)=[N:7][C:6]([Cl:13])=[N:5][C:4]=2[CH:3]=1.[NH:14]1[CH2:19][CH2:18][O:17][CH2:16][CH2:15]1. The catalyst is C(Cl)Cl. The product is [Br:1][C:2]1[CH:11]=[N:10][C:9]2[C:8]([N:14]3[CH2:19][CH2:18][O:17][CH2:16][CH2:15]3)=[N:7][C:6]([Cl:13])=[N:5][C:4]=2[CH:3]=1. The yield is 0.260. (3) The reactants are [CH2:1]([NH:3][C:4]([NH:6][CH2:7][CH2:8][CH2:9][N:10]1[CH2:14][CH2:13][CH2:12][CH2:11]1)=O)[CH3:2].C(N(CC)CC)C.C1(C)C=CC(S(Cl)(=O)=O)=CC=1. The catalyst is ClCCl. The product is [N:10]1([CH2:9][CH2:8][CH2:7][N:6]=[C:4]=[N:3][CH2:1][CH3:2])[CH2:14][CH2:13][CH2:12][CH2:11]1. The yield is 0.670. (4) The reactants are [CH2:1]([NH:3][CH:4]1[CH2:9][CH2:8][CH2:7][CH2:6][CH2:5]1)[CH3:2].C=O.[CH3:12]CCCC=C. No catalyst specified. The product is [CH3:12][N:3]([CH:4]1[CH2:9][CH2:8][CH2:7][CH2:6][CH2:5]1)[CH2:1][CH3:2]. The yield is 0.918.